This data is from Full USPTO retrosynthesis dataset with 1.9M reactions from patents (1976-2016). The task is: Predict the reactants needed to synthesize the given product. (1) Given the product [Br:14][C:15]1[C:16]([O:29][CH3:30])=[C:17]([C@@H:21]([OH:28])[CH2:22][CH2:23][CH2:24][CH2:25][CH2:26][CH3:27])[CH:18]=[CH:19][CH:20]=1, predict the reactants needed to synthesize it. The reactants are: B.C1COCC1.C1(C)C=CC=CC=1.[Br:14][C:15]1[C:16]([O:29][CH3:30])=[C:17]([C:21](=[O:28])[CH2:22][CH2:23][CH2:24][CH2:25][CH2:26][CH3:27])[CH:18]=[CH:19][CH:20]=1. (2) Given the product [Cl:25][CH2:11][C:10]1[C:9]2[C:4](=[CH:5][CH:6]=[CH:7][CH:8]=2)[N:3]([S:13]([C:16]2[CH:17]=[CH:18][C:19]([CH3:20])=[CH:21][CH:22]=2)(=[O:14])=[O:15])[C:2]=1[CH3:1], predict the reactants needed to synthesize it. The reactants are: [CH3:1][C:2]1[N:3]([S:13]([C:16]2[CH:22]=[CH:21][C:19]([CH3:20])=[CH:18][CH:17]=2)(=[O:15])=[O:14])[C:4]2[C:9]([C:10]=1[CH2:11]O)=[CH:8][CH:7]=[CH:6][CH:5]=2.S(Cl)([Cl:25])=O.